This data is from Catalyst prediction with 721,799 reactions and 888 catalyst types from USPTO. The task is: Predict which catalyst facilitates the given reaction. (1) Reactant: [C:1]12([NH2:11])[CH2:10][CH:5]3[CH2:6][CH:7]([CH2:9][CH:3]([CH2:4]3)[CH2:2]1)[CH2:8]2.Br[CH2:13][C:14]([C:16]1[S:17][CH:18]=[CH:19][CH:20]=1)=[O:15]. Product: [C:1]12([NH:11][CH2:13][C:14]([C:16]3[S:17][CH:18]=[CH:19][CH:20]=3)=[O:15])[CH2:8][CH:7]3[CH2:6][CH:5]([CH2:4][CH:3]([CH2:9]3)[CH2:2]1)[CH2:10]2. The catalyst class is: 1. (2) Reactant: [Br:1][C:2]1[CH:3]=[N+:4]([O-])[CH:5]=[CH:6][CH:7]=1.[C-:9]#[N:10]. Product: [Br:1][C:2]1[C:3]([C:9]#[N:10])=[N:4][CH:5]=[CH:6][CH:7]=1. The catalyst class is: 17. (3) Reactant: [C:1]([O:5][C:6]([N:8]1[CH2:13][CH2:12][CH:11]([O:14][C:15]2[CH:20]=[CH:19][CH:18]=[C:17]([NH2:21])[N:16]=2)[CH2:10][CH:9]1[CH3:22])=[O:7])([CH3:4])([CH3:3])[CH3:2].[Cl:23][C:24]1[CH:32]=[C:31]([F:33])[CH:30]=[CH:29][C:25]=1[C:26](Cl)=[O:27].C(N(CC)CC)C.O1CCOCC1. Product: [C:1]([O:5][C:6]([N:8]1[CH2:13][CH2:12][CH:11]([O:14][C:15]2[CH:20]=[CH:19][CH:18]=[C:17]([NH:21][C:26](=[O:27])[C:25]3[CH:29]=[CH:30][C:31]([F:33])=[CH:32][C:24]=3[Cl:23])[N:16]=2)[CH2:10][CH:9]1[CH3:22])=[O:7])([CH3:4])([CH3:2])[CH3:3]. The catalyst class is: 5. (4) Product: [C:13]([O:16][C:17]([NH:1][CH2:2][CH2:3][O:4][CH2:5][CH2:6][C:7]([OH:9])=[O:8])=[O:18])([CH3:15])([CH3:14])[CH3:12]. The catalyst class is: 6. Reactant: [NH2:1][CH2:2][CH2:3][O:4][CH2:5][CH2:6][C:7]([OH:9])=[O:8].[OH-].[Na+].[CH3:12][C:13]([O:16][C:17](O[C:17]([O:16][C:13]([CH3:15])([CH3:14])[CH3:12])=[O:18])=[O:18])([CH3:15])[CH3:14]. (5) Reactant: [Cl:1][C:2]1[N:10]([CH2:11][CH:12]=[CH2:13])[C:9]2[C:8](=[O:14])[NH:7][C:6](=[O:15])[N:5]([CH2:16][CH2:17][CH2:18][CH2:19][CH3:20])[C:4]=2[N:3]=1.Cl[CH2:22][CH:23]([OH:34])[CH2:24][CH2:25][CH2:26][CH2:27][C:28]1[CH:33]=[CH:32][CH:31]=[CH:30][CH:29]=1.C(=O)([O-])[O-].[Cs+].[Cs+]. Product: [Cl:1][C:2]1[N:10]([CH2:11][CH:12]=[CH2:13])[C:9]2[C:8](=[O:14])[N:7]([CH2:22][CH:23]([OH:34])[CH2:24][CH2:25][CH2:26][CH2:27][C:28]3[CH:29]=[CH:30][CH:31]=[CH:32][CH:33]=3)[C:6](=[O:15])[N:5]([CH2:16][CH2:17][CH2:18][CH2:19][CH3:20])[C:4]=2[N:3]=1. The catalyst class is: 3.